This data is from Forward reaction prediction with 1.9M reactions from USPTO patents (1976-2016). The task is: Predict the product of the given reaction. (1) Given the reactants [CH3:1][O-:2].[Na+].[Cl:4][C:5]1[CH:14]=[C:13](Cl)[C:12]2[C:7](=[CH:8][C:9]([C:16]3[C:21]([C:22]([F:25])([F:24])[F:23])=[CH:20][CH:19]=[CH:18][N:17]=3)=[CH:10][CH:11]=2)[N:6]=1.O, predict the reaction product. The product is: [Cl:4][C:5]1[CH:14]=[C:13]([O:2][CH3:1])[C:12]2[C:7](=[CH:8][C:9]([C:16]3[C:21]([C:22]([F:25])([F:24])[F:23])=[CH:20][CH:19]=[CH:18][N:17]=3)=[CH:10][CH:11]=2)[N:6]=1. (2) Given the reactants [C:1]([O:5][C:6]([NH:8][CH2:9][CH2:10][CH2:11][OH:12])=[O:7])([CH3:4])([CH3:3])[CH3:2].O.CO, predict the reaction product. The product is: [C:6]([NH:8][CH2:9][CH2:10][CH:11]=[O:12])([O:5][C:1]([CH3:2])([CH3:3])[CH3:4])=[O:7]. (3) Given the reactants [Cl:1][C:2]1[N:6]([CH3:7])[C:5]([C:8]([OH:10])=O)=[CH:4][N:3]=1.[CH:11]([N:14]1[CH2:19][CH2:18][NH:17][CH2:16][CH2:15]1)([CH3:13])[CH3:12].[Cl-].ClC1N(C)CC[NH+]1C, predict the reaction product. The product is: [Cl:1][C:2]1[N:6]([CH3:7])[C:5]([C:8]([N:17]2[CH2:18][CH2:19][N:14]([CH:11]([CH3:13])[CH3:12])[CH2:15][CH2:16]2)=[O:10])=[CH:4][N:3]=1. (4) Given the reactants C(OC([N:8]1[CH2:14][CH2:13][CH2:12][N:11]([CH:15]2[CH2:18][CH2:17][CH2:16]2)[CH2:10][CH2:9]1)=O)(C)(C)C.[ClH:19], predict the reaction product. The product is: [ClH:19].[ClH:19].[CH:15]1([N:11]2[CH2:12][CH2:13][CH2:14][NH:8][CH2:9][CH2:10]2)[CH2:18][CH2:17][CH2:16]1. (5) Given the reactants [N+:1]([C:4]1[CH:18]=[CH:17][C:7]([CH2:8][O:9][C:10]([NH:12][CH2:13][CH2:14][CH2:15][OH:16])=[O:11])=[CH:6][CH:5]=1)([O-:3])=[O:2].[N+]1([O-])C=CC=CC=1.O[C:27]1[CH:44]=[CH:43][C:30]2[CH2:31][CH:32]([CH2:38][C:39]([O:41][CH3:42])=[O:40])[C:33](=[O:37])[N:34]([CH3:36])[CH2:35][C:29]=2[CH:28]=1.OC1C=CC2CC(CC(OC)=O)C(=O)NCC=2C=1, predict the reaction product. The product is: [N+:1]([C:4]1[CH:5]=[CH:6][C:7]([CH2:8][O:9][C:10]([NH:12][CH2:13][CH2:14][CH2:15][O:16][C:27]2[CH:44]=[CH:43][C:30]3[CH2:31][CH:32]([CH2:38][C:39]([O:41][CH3:42])=[O:40])[C:33](=[O:37])[N:34]([CH3:36])[CH2:35][C:29]=3[CH:28]=2)=[O:11])=[CH:17][CH:18]=1)([O-:3])=[O:2]. (6) Given the reactants Cl[C:2]1[CH:3]=[CH:4][C:5]2[N:6]([C:8]([C:11]3[N:16]=[C:15]([OH:17])[CH:14]=[CH:13][CH:12]=3)=[N:9][N:10]=2)[N:7]=1, predict the reaction product. The product is: [N:16]1([C:2]2[CH:3]=[CH:4][C:5]3[N:6]([C:8]([C:11]4[N:16]=[C:15]([OH:17])[CH:14]=[CH:13][CH:12]=4)=[N:9][N:10]=3)[N:7]=2)[CH2:11][CH2:12][CH2:13][CH2:14][CH2:15]1.